From a dataset of CYP1A2 inhibition data for predicting drug metabolism from PubChem BioAssay. Regression/Classification. Given a drug SMILES string, predict its absorption, distribution, metabolism, or excretion properties. Task type varies by dataset: regression for continuous measurements (e.g., permeability, clearance, half-life) or binary classification for categorical outcomes (e.g., BBB penetration, CYP inhibition). Dataset: cyp1a2_veith. (1) The compound is Cn1c(O)c(C(=N)COc2ccccc2)c(=O)n(C)c1=O. The result is 1 (inhibitor). (2) The molecule is N#CC(c1ccc(Cl)cc1)(c1ncc(C(F)(F)F)cc1Cl)N1CCOCC1. The result is 0 (non-inhibitor). (3) The compound is O=C(c1ccco1)N1CCN(C(=O)c2ccc(COc3ccc4c(c3)CCC4)o2)CC1. The result is 1 (inhibitor). (4) The molecule is CC(C)N(CCNC(=O)C1CCC(=O)N1Cc1ccc(F)cc1)Cc1ccccc1. The result is 0 (non-inhibitor).